From a dataset of Forward reaction prediction with 1.9M reactions from USPTO patents (1976-2016). Predict the product of the given reaction. (1) Given the reactants [Cl:1][C:2]1[CH:7]=[CH:6][N:5]=[C:4]2[N:8]([Si:12]([CH:19]([CH3:21])[CH3:20])([CH:16]([CH3:18])[CH3:17])[CH:13]([CH3:15])[CH3:14])[C:9]([CH3:11])=[CH:10][C:3]=12.C([Li])(CC)C.C1CCCCC1.[C:33](Cl)(=[O:37])[O:34][CH2:35][CH3:36].[Cl-].[NH4+], predict the reaction product. The product is: [Cl:1][C:2]1[C:7]([C:33]([O:34][CH2:35][CH3:36])=[O:37])=[CH:6][N:5]=[C:4]2[N:8]([Si:12]([CH:16]([CH3:18])[CH3:17])([CH:13]([CH3:15])[CH3:14])[CH:19]([CH3:21])[CH3:20])[C:9]([CH3:11])=[CH:10][C:3]=12. (2) Given the reactants [CH3:1][C:2]1[CH:3]=[C:4]2[C:8](=[CH:9][CH:10]=1)[NH:7][CH:6]=[CH:5]2.[C:11](Cl)(=[O:15])[C:12](Cl)=[O:13].C(Cl)Cl.[CH3:20][O-:21].[Na+].CO, predict the reaction product. The product is: [CH3:1][C:2]1[CH:3]=[C:4]2[C:8](=[CH:9][CH:10]=1)[NH:7][CH:6]=[C:5]2[C:11](=[O:15])[C:12]([O:21][CH3:20])=[O:13]. (3) Given the reactants [NH2:1][C:2]1[N:3]=[CH:4][C:5]2[CH2:6][C:7](=[O:24])[NH:8][C:9]3[CH:16]=[C:15]([Cl:17])[C:14]([C:18]#[C:19][CH2:20][N:21]([CH3:23])[CH3:22])=[CH:13][C:10]=3[C:11]=2[N:12]=1, predict the reaction product. The product is: [NH2:1][C:2]1[N:3]=[CH:4][C:5]2[CH2:6][C:7](=[O:24])[NH:8][C:9]3[CH:16]=[C:15]([Cl:17])[C:14]([CH2:18][CH2:19][CH2:20][N:21]([CH3:22])[CH3:23])=[CH:13][C:10]=3[C:11]=2[N:12]=1. (4) Given the reactants Cl[C:2]1[N:7]=[C:6]([NH:8][C:9]2[CH:13]=[C:12]([N:14]([CH3:16])[CH3:15])[NH:11][N:10]=2)[C:5]([F:17])=[CH:4][N:3]=1.Cl.[F:19][C:20]1[CH:21]=[N:22][C:23]([C@@H:26]([NH2:28])[CH3:27])=[N:24][CH:25]=1.CCN(C(C)C)C(C)C, predict the reaction product. The product is: [CH3:15][N:14]([CH3:16])[C:12]1[NH:11][N:10]=[C:9]([NH:8][C:6]2[C:5]([F:17])=[CH:4][N:3]=[C:2]([NH:28][C@H:26]([C:23]3[N:24]=[CH:25][C:20]([F:19])=[CH:21][N:22]=3)[CH3:27])[N:7]=2)[CH:13]=1. (5) Given the reactants Cl[C:2]1[N:3]=[C:4]([NH:17][CH2:18][CH2:19][CH3:20])[C:5]2[N:11]=[C:10](Cl)[N:9]=[C:8]([NH:13][CH2:14][CH2:15][CH3:16])[C:6]=2[N:7]=1.[CH2:21]([NH2:25])[CH2:22][CH2:23][CH3:24].CNC1[N:29]=[C:30](NCCC)[C:31]2N=C(NC)N=[C:34](NCCC)[C:32]=2N=1, predict the reaction product. The product is: [CH2:21]([NH:25][C:2]1[N:3]=[C:4]([NH:17][CH2:18][CH2:19][CH3:20])[C:5]2[N:11]=[C:10]([NH:29][CH2:30][CH2:31][CH2:32][CH3:34])[N:9]=[C:8]([NH:13][CH2:14][CH2:15][CH3:16])[C:6]=2[N:7]=1)[CH2:22][CH2:23][CH3:24]. (6) Given the reactants [N:1]1([C:6]2[N:11]=[C:10]([C:12]([CH3:17])([CH3:16])[C:13]([OH:15])=O)[CH:9]=[C:8]([CH3:18])[N:7]=2)[CH:5]=[CH:4][N:3]=[CH:2]1.C(OC(=O)[N:25]([CH2:36][CH2:37][NH2:38])[CH2:26][C:27]1[CH:35]=[CH:34][C:30]2[O:31][CH2:32][O:33][C:29]=2[CH:28]=1)(C)(C)C, predict the reaction product. The product is: [O:31]1[C:30]2[CH:34]=[CH:35][C:27]([CH2:26][NH:25][CH2:36][CH2:37][NH:38][C:13](=[O:15])[C:12]([C:10]3[CH:9]=[C:8]([CH3:18])[N:7]=[C:6]([N:1]4[CH:5]=[CH:4][N:3]=[CH:2]4)[N:11]=3)([CH3:17])[CH3:16])=[CH:28][C:29]=2[O:33][CH2:32]1. (7) Given the reactants [CH2:1]1[C:5]2[CH:6]=[CH:7][C:8]([CH:10]=O)=[CH:9][C:4]=2[CH2:3][O:2]1.[S:12]1[CH2:16][C:15](=[O:17])[NH:14][C:13]1=[O:18], predict the reaction product. The product is: [CH2:1]1[C:5]2[CH:6]=[CH:7][C:8](/[CH:10]=[C:16]3/[C:15](=[O:17])[NH:14][C:13](=[O:18])[S:12]/3)=[CH:9][C:4]=2[CH2:3][O:2]1.